This data is from M1 muscarinic receptor agonist screen with 61,833 compounds. The task is: Binary Classification. Given a drug SMILES string, predict its activity (active/inactive) in a high-throughput screening assay against a specified biological target. The compound is O=C(NCCC=1CCCCC1)C1CCN(CC1)Cc1c(n(nc1)c1ccccc1)n1cccc1. The result is 1 (active).